This data is from Reaction yield outcomes from USPTO patents with 853,638 reactions. The task is: Predict the reaction yield, written as a fraction of the theoretical maximum amount of product (1.0 means a 100% yield; for example, 0.34 means a 34% yield). (1) The product is [C:1]([C:5]1[CH:6]=[C:7]([NH:20][C:28](=[O:29])[O:30][CH2:31][C:32]([Cl:35])([Cl:34])[Cl:33])[N:8]([C:10]2[CH:11]=[C:12]3[C:17](=[CH:18][CH:19]=2)[N:16]=[CH:15][CH:14]=[CH:13]3)[N:9]=1)([CH3:4])([CH3:2])[CH3:3]. The reactants are [C:1]([C:5]1[CH:6]=[C:7]([NH2:20])[N:8]([C:10]2[CH:11]=[C:12]3[C:17](=[CH:18][CH:19]=2)[N:16]=[CH:15][CH:14]=[CH:13]3)[N:9]=1)([CH3:4])([CH3:3])[CH3:2].N1C=CC=CC=1.Cl[C:28]([O:30][CH2:31][C:32]([Cl:35])([Cl:34])[Cl:33])=[O:29].O. The yield is 0.620. The catalyst is C(Cl)Cl.CN(C1C=CN=CC=1)C. (2) The reactants are Cl.[Cl:2][C:3]1[CH:12]=[C:11]2[C:6]([C:7]([NH:13][C:14]3[CH:15]=[CH:16][C:17]([N:22]4[CH2:27][CH2:26][O:25][CH2:24][CH2:23]4)=[C:18]([CH2:20]O)[CH:19]=3)=[CH:8][CH:9]=[N:10]2)=[CH:5][CH:4]=1.S(Cl)(Cl)=O.[CH3:32][N:33]1[CH2:38][CH2:37][NH:36][CH2:35][CH2:34]1. The catalyst is CN1C(=O)CCC1.C(Cl)Cl. The product is [Cl:2][C:3]1[CH:12]=[C:11]2[C:6]([C:7]([NH:13][C:14]3[CH:15]=[CH:16][C:17]([N:22]4[CH2:27][CH2:26][O:25][CH2:24][CH2:23]4)=[C:18]([CH2:20][N:36]4[CH2:37][CH2:38][N:33]([CH3:32])[CH2:34][CH2:35]4)[CH:19]=3)=[CH:8][CH:9]=[N:10]2)=[CH:5][CH:4]=1. The yield is 0.990. (3) The reactants are [CH3:1][O:2][C:3]1[CH:8]=[CH:7][C:6](O)=[CH:5][CH:4]=1.C1C=CC(P(C2C=CC=CC=2)C2C=CC=CC=2)=CC=1.CCOC(/N=N/C(OCC)=O)=O.[Cl:41][C:42]1[CH:57]=[CH:56][C:45]([CH2:46][N:47]2[CH:52]=[C:51]([CH2:53][OH:54])[CH:50]=[CH:49][C:48]2=[O:55])=[CH:44][CH:43]=1. The catalyst is C1COCC1. The product is [Cl:41][C:42]1[CH:43]=[CH:44][C:45]([CH2:46][N:47]2[CH:52]=[C:51]([CH2:53][O:54][C:6]3[CH:7]=[CH:8][C:3]([O:2][CH3:1])=[CH:4][CH:5]=3)[CH:50]=[CH:49][C:48]2=[O:55])=[CH:56][CH:57]=1. The yield is 0.420. (4) The reactants are [N:1]1[CH:6]=[CH:5][CH:4]=CC=1.[Si](O[CH2:15][CH2:16][CH:17](C)[CH:18]([C:29]1[CH:34]=[C:33]([F:35])[CH:32]=[CH:31][C:30]=1[F:36])S(C1C=CC(Cl)=CC=1)(=O)=O)(C(C)(C)C)(C)C.[CH2:38]([OH:41])[CH2:39][OH:40].[BH4-].[Na+].[OH2:44]. No catalyst specified. The product is [F:36][C:30]1[CH:31]=[CH:32][C:33]([F:35])=[CH:34][C:29]=1[CH:18]([OH:44])[C:17]1[CH:16]=[CH:15][C:5]([CH:4]2[O:41][CH2:38][CH2:39][O:40]2)=[CH:6][N:1]=1. The yield is 0.520.